Dataset: Tyrosyl-DNA phosphodiesterase HTS with 341,365 compounds. Task: Binary Classification. Given a drug SMILES string, predict its activity (active/inactive) in a high-throughput screening assay against a specified biological target. (1) The compound is Brc1c(C(=O)N\C(C(=O)NCCCn2ccnc2)=C\c2cccnc2)cccc1. The result is 0 (inactive). (2) The drug is S=C(Nc1c2c(ccc1)cccc2)Nc1cc(OC)c(OC)cc1. The result is 0 (inactive). (3) The compound is O(C(=O)c1cn(c2nc(ccc2c1=O)C)CC)CC(=O)Nc1cc(ccc1)C. The result is 0 (inactive). (4) The drug is S(c1ccc(C(=O)/C=C\c2ccc(N)cc2)cc1)C. The result is 0 (inactive).